Dataset: Forward reaction prediction with 1.9M reactions from USPTO patents (1976-2016). Task: Predict the product of the given reaction. (1) Given the reactants [CH2:1]([O:8][C:9]1[C:21](=[O:22])[N:13]2[CH2:14][CH2:15][O:16][CH2:17][C:18]([CH3:20])([CH3:19])[C:12]2=[N:11][C:10]=1[C:23]([O:25]CC)=[O:24])[C:2]1[CH:7]=[CH:6][CH:5]=[CH:4][CH:3]=1.[Li+].[OH-].O, predict the reaction product. The product is: [CH2:1]([O:8][C:9]1[C:21](=[O:22])[N:13]2[CH2:14][CH2:15][O:16][CH2:17][C:18]([CH3:20])([CH3:19])[C:12]2=[N:11][C:10]=1[C:23]([OH:25])=[O:24])[C:2]1[CH:7]=[CH:6][CH:5]=[CH:4][CH:3]=1. (2) Given the reactants Cl[C:2]1[C:7]([C:8]#[N:9])=[C:6]([C:10]2[CH:15]=[CH:14][C:13]([O:16][CH2:17][C@@H:18]([OH:21])[CH2:19][OH:20])=[CH:12][CH:11]=2)[C:5]([C:22]#[N:23])=[C:4]([O:24][CH3:25])[N:3]=1.[S-2:26].[Na+].[Na+], predict the reaction product. The product is: [OH:21][C@@H:18]([CH2:19][OH:20])[CH2:17][O:16][C:13]1[CH:14]=[CH:15][C:10]([C:6]2[C:7]([C:8]#[N:9])=[C:2]([SH:26])[N:3]=[C:4]([O:24][CH3:25])[C:5]=2[C:22]#[N:23])=[CH:11][CH:12]=1. (3) Given the reactants Br[C:2]1[CH:11]=[CH:10][CH:9]=[C:8]2[C:3]=1[CH:4]=[C:5]([Cl:13])[NH:6][C:7]2=[O:12].[CH3:14][N:15](C=O)C, predict the reaction product. The product is: [Cl:13][C:5]1[NH:6][C:7](=[O:12])[C:8]2[CH:9]=[CH:10][CH:11]=[C:2]([C:14]#[N:15])[C:3]=2[CH:4]=1. (4) Given the reactants [NH:1]1[CH2:6][CH:5]=[CH:4][CH2:3][CH2:2]1.C([O-])([O-])=O.[Na+].[Na+].Cl[C:14]([O:16][CH2:17][C:18]1[CH:23]=[CH:22][CH:21]=[CH:20][CH:19]=1)=[O:15], predict the reaction product. The product is: [C:14]([N:1]1[CH2:2][CH:3]=[CH:4][CH2:5][CH2:6]1)([O:16][CH2:17][C:18]1[CH:23]=[CH:22][CH:21]=[CH:20][CH:19]=1)=[O:15]. (5) Given the reactants Cl.[NH2:2][C:3]1[CH:4]=[C:5]([C:9]2[C:17]3[S:16][C:15]([C:18]([NH:20][C@@H:21]4[CH:26]5[CH2:27][CH2:28][N:23]([CH2:24][CH2:25]5)[CH2:22]4)=[O:19])=[CH:14][C:13]=3[CH:12]=[CH:11][CH:10]=2)[CH:6]=[CH:7][CH:8]=1.[O:29]1[CH:33]=[CH:32][CH:31]=[C:30]1[C:34]([Cl:36])=[O:35], predict the reaction product. The product is: [ClH:36].[N:23]12[CH2:24][CH2:25][CH:26]([CH2:27][CH2:28]1)[C@@H:21]([NH:20][C:18]([C:15]1[S:16][C:17]3[C:9]([C:5]4[CH:6]=[CH:7][CH:8]=[C:3]([NH:2][C:34]([C:30]5[O:29][CH:33]=[CH:32][CH:31]=5)=[O:35])[CH:4]=4)=[CH:10][CH:11]=[CH:12][C:13]=3[CH:14]=1)=[O:19])[CH2:22]2. (6) Given the reactants O1CCNC1=O.[CH2:7]([O:14][C:15]1[CH:29]=[C:28]([O:30][CH2:31][C:32]2[CH:37]=[CH:36][CH:35]=[CH:34][CH:33]=2)[CH:27]=[CH:26][C:16]=1[CH:17]=[N:18][C:19]1[CH:24]=[CH:23][C:22]([F:25])=[CH:21][CH:20]=1)[C:8]1[CH:13]=[CH:12][CH:11]=[CH:10][CH:9]=1.C(OC1C=C(COCC2C=CC=CC=2)C=CC=1C(NC1C=CC(F)=CC=1)[CH:62]([CH2:77][CH2:78][CH:79]([O:87][Si:88]([C:91]([CH3:94])([CH3:93])[CH3:92])([CH3:90])[CH3:89])[C:80]1[CH:85]=[CH:84][C:83]([F:86])=[CH:82][CH:81]=1)[C:63]([N:65]1[CH:69]([C:70]2[CH:75]=[CH:74][CH:73]=[CH:72][CH:71]=2)[CH2:68][O:67][C:66]1=[O:76])=[O:64])C1C=CC=CC=1, predict the reaction product. The product is: [CH2:7]([O:14][C:15]1[CH:29]=[C:28]([O:30][CH2:31][C:32]2[CH:37]=[CH:36][CH:35]=[CH:34][CH:33]=2)[CH:27]=[CH:26][C:16]=1[CH:17]([NH:18][C:19]1[CH:24]=[CH:23][C:22]([F:25])=[CH:21][CH:20]=1)[CH:62]([CH2:77][CH2:78][CH:79]([O:87][Si:88]([C:91]([CH3:94])([CH3:93])[CH3:92])([CH3:89])[CH3:90])[C:80]1[CH:81]=[CH:82][C:83]([F:86])=[CH:84][CH:85]=1)[C:63]([N:65]1[CH:69]([C:70]2[CH:71]=[CH:72][CH:73]=[CH:74][CH:75]=2)[CH2:68][O:67][C:66]1=[O:76])=[O:64])[C:8]1[CH:9]=[CH:10][CH:11]=[CH:12][CH:13]=1. (7) Given the reactants Br[C:2]1[CH:7]=[CH:6][C:5]([S:8]([NH:11][CH:12]2[CH2:14][CH2:13]2)(=[O:10])=[O:9])=[CH:4][C:3]=1[F:15].[C:16]([C:18]1[N:22]([CH3:23])[C:21](B(O)O)=[CH:20][CH:19]=1)#[N:17].[F-].[K+].C(P(C(C)(C)C)C(C)(C)C)(C)(C)C, predict the reaction product. The product is: [C:16]([C:18]1[N:22]([CH3:23])[C:21]([C:2]2[CH:7]=[CH:6][C:5]([S:8]([NH:11][CH:12]3[CH2:14][CH2:13]3)(=[O:10])=[O:9])=[CH:4][C:3]=2[F:15])=[CH:20][CH:19]=1)#[N:17]. (8) Given the reactants [CH2:1]([O:3][C:4]([CH:6]1[CH2:12][CH2:11][CH:10]2[CH:8]([O:9]2)[CH2:7]1)=[O:5])[CH3:2].[Cl-].[NH4+].[N-:15]=[N+:16]=[N-:17].[Na+], predict the reaction product. The product is: [N:15]([CH:8]1[CH:10]([OH:9])[CH2:11][CH2:12][CH:6]([C:4]([O:3][CH2:1][CH3:2])=[O:5])[CH2:7]1)=[N+:16]=[N-:17]. (9) Given the reactants [F:1][C:2]1[CH:7]=[CH:6][C:5]([CH:8]2[N:12]([S:13]([C:16]3[CH:21]=[CH:20][C:19]([CH3:22])=[CH:18][CH:17]=3)(=[O:15])=[O:14])[CH:11]([CH2:23][OH:24])[CH2:10][CH2:9]2)=[CH:4][CH:3]=1.C(N(CC)CC)C, predict the reaction product. The product is: [F:1][C:2]1[CH:3]=[CH:4][C:5]([CH:8]2[N:12]([S:13]([C:16]3[CH:17]=[CH:18][C:19]([CH3:22])=[CH:20][CH:21]=3)(=[O:15])=[O:14])[CH:11]([CH:23]=[O:24])[CH2:10][CH2:9]2)=[CH:6][CH:7]=1. (10) Given the reactants [ClH:1].CC([CH:6]1[CH2:11][N:10](C([O-])=O)[CH2:9][CH2:8][N:7]1[C:15]([O:17][CH2:18][C:19]([NH:21][CH3:22])=[O:20])=[O:16])(C)C, predict the reaction product. The product is: [ClH:1].[N:7]1([C:15]([O:17][CH2:18][C:19]([NH:21][CH3:22])=[O:20])=[O:16])[CH2:8][CH2:9][NH:10][CH2:11][CH2:6]1.